Dataset: Full USPTO retrosynthesis dataset with 1.9M reactions from patents (1976-2016). Task: Predict the reactants needed to synthesize the given product. Given the product [CH3:1][O:2][C:3](=[O:44])[CH2:4][C:5]1[CH:10]=[CH:9][CH:8]=[CH:7][C:6]=1[CH2:11][CH2:12][C:13]1[C:18]([C:19]([F:21])([F:22])[F:20])=[CH:17][N:16]=[C:15]([NH:23][C:24]2[CH:43]=[CH:42][C:27]([CH2:28][N:29]3[CH2:30][CH2:31][N:32]([C:35]([O:37][C:38]([CH3:41])([CH3:40])[CH3:39])=[O:36])[CH2:33][CH2:34]3)=[CH:26][CH:25]=2)[N:14]=1, predict the reactants needed to synthesize it. The reactants are: [CH3:1][O:2][C:3](=[O:44])[CH2:4][C:5]1[CH:10]=[CH:9][CH:8]=[CH:7][C:6]=1[C:11]#[C:12][C:13]1[C:18]([C:19]([F:22])([F:21])[F:20])=[CH:17][N:16]=[C:15]([NH:23][C:24]2[CH:43]=[CH:42][C:27]([CH2:28][N:29]3[CH2:34][CH2:33][N:32]([C:35]([O:37][C:38]([CH3:41])([CH3:40])[CH3:39])=[O:36])[CH2:31][CH2:30]3)=[CH:26][CH:25]=2)[N:14]=1.C(N(CC)CC)C.